Dataset: Forward reaction prediction with 1.9M reactions from USPTO patents (1976-2016). Task: Predict the product of the given reaction. Given the reactants [C:1]([O:5][CH3:6])(=[O:4])[CH2:2][CH3:3].[Br:7][C:8]1[CH:17]=[CH:16][C:11]2[N:12]=[C:13](Cl)[S:14][C:10]=2[CH:9]=1.C[Si]([N-][Si](C)(C)C)(C)C.[Na+].C1COCC1, predict the reaction product. The product is: [Br:7][C:8]1[CH:17]=[CH:16][C:11]2[N:12]=[C:13]([CH:2]([CH3:3])[C:1]([O:5][CH3:6])=[O:4])[S:14][C:10]=2[CH:9]=1.